This data is from Forward reaction prediction with 1.9M reactions from USPTO patents (1976-2016). The task is: Predict the product of the given reaction. (1) Given the reactants [C:1]([C:3]1[N:7]2[CH2:8][CH2:9][N:10]([CH3:24])[C:11]3([CH2:16][CH2:15][N:14](C(OC(C)(C)C)=O)[CH2:13][CH2:12]3)[C:6]2=[CH:5][CH:4]=1)#[N:2].[ClH:25], predict the reaction product. The product is: [ClH:25].[ClH:25].[CH3:24][N:10]1[C:11]2([CH2:16][CH2:15][NH:14][CH2:13][CH2:12]2)[C:6]2=[CH:5][CH:4]=[C:3]([C:1]#[N:2])[N:7]2[CH2:8][CH2:9]1. (2) Given the reactants C(O[CH:5]1[C:9]2([CH2:14][CH2:13][CH2:12][CH2:11][CH2:10]2)[CH2:8][CH:7]([CH3:15])[O:6]1)(=O)C.[C:16]([OH:21])(=[O:20])[C:17]([CH3:19])=[CH2:18].C(C1C(O)=C(C(C)(C)C)C=C(C)C=1)C1C(O)=C(C(C)(C)C)C=C(C)C=1, predict the reaction product. The product is: [C:16]([O:21][CH:5]1[C:9]2([CH2:14][CH2:13][CH2:12][CH2:11][CH2:10]2)[CH2:8][CH:7]([CH3:15])[O:6]1)(=[O:20])[C:17]([CH3:19])=[CH2:18]. (3) Given the reactants [BH4-].[Na+].[CH2:3]1[CH2:7][O:6][CH2:5][CH2:4]1.C(OC(=O)C([C:14]1[S:18][C:17]([NH:19][C:20](=[O:38])[CH:21]([C:28]2[CH:33]=[CH:32][C:31]([S:34]([CH3:37])(=[O:36])=[O:35])=[CH:30][CH:29]=2)[CH2:22][CH:23]2[CH2:27][CH2:26][CH2:25][CH2:24]2)=[N:16][CH:15]=1)=O)C.[OH2:40].[Cl-].[Na+].[OH2:43], predict the reaction product. The product is: [CH2:7]([O:6][C:5](=[O:43])[CH:4]([C:15]1[N:16]=[C:17]([NH:19][C:20](=[O:38])[CH:21]([C:28]2[CH:29]=[CH:30][C:31]([S:34]([CH3:37])(=[O:36])=[O:35])=[CH:32][CH:33]=2)[CH2:22][CH:23]2[CH2:24][CH2:25][CH2:26][CH2:27]2)[S:18][CH:14]=1)[OH:40])[CH3:3].[CH:23]1([CH2:22][CH:21]([C:28]2[CH:33]=[CH:32][C:31]([S:34]([CH3:37])(=[O:36])=[O:35])=[CH:30][CH:29]=2)[C:20]([NH:19][C:17]2[S:18][CH:5]=[C:4]([CH:3]([OH:40])[CH2:7][OH:6])[N:16]=2)=[O:38])[CH2:27][CH2:26][CH2:25][CH2:24]1. (4) Given the reactants ONC(=O)CC[CH:6]([NH:13][C:14]1([C:19]([O:21]C2CCCC2)=[O:20])[CH2:18][CH2:17][CH2:16][CH2:15]1)[C:7]1[CH:12]=[CH:11][CH:10]=[CH:9][CH:8]=1.[OH-:28].[Li+].[OH2:30], predict the reaction product. The product is: [OH:28][NH:13][C:6](=[O:30])[CH2:7][CH2:8][C:10]1[CH:9]=[CH:8][C:7]([CH2:6][NH:13][C:14]2([C:19]([OH:21])=[O:20])[CH2:15][CH2:16][CH2:17][CH2:18]2)=[CH:12][CH:11]=1. (5) Given the reactants [CH2:1]([N:8]([CH2:21][C:22]1[CH:27]=[CH:26][C:25]([O:28][C:29]2[CH:34]=[CH:33][CH:32]=[C:31]([O:35][CH2:36][CH2:37][CH2:38]O)[CH:30]=2)=[CH:24][CH:23]=1)[C:9]1[C:10]([CH3:20])=[C:11]([NH:15][S:16]([CH3:19])(=[O:18])=[O:17])[CH:12]=[CH:13][CH:14]=1)[C:2]1[CH:7]=[CH:6][CH:5]=[CH:4][CH:3]=1.C1(P(C2C=CC=CC=2)C2C=CC=CC=2)C=CC=CC=1.[Br:59]N1C(=O)CCC1=O, predict the reaction product. The product is: [CH2:1]([N:8]([CH2:21][C:22]1[CH:27]=[CH:26][C:25]([O:28][C:29]2[CH:34]=[CH:33][CH:32]=[C:31]([O:35][CH2:36][CH2:37][CH2:38][Br:59])[CH:30]=2)=[CH:24][CH:23]=1)[C:9]1[C:10]([CH3:20])=[C:11]([NH:15][S:16]([CH3:19])(=[O:18])=[O:17])[CH:12]=[CH:13][CH:14]=1)[C:2]1[CH:7]=[CH:6][CH:5]=[CH:4][CH:3]=1.